Predict the reactants needed to synthesize the given product. From a dataset of Full USPTO retrosynthesis dataset with 1.9M reactions from patents (1976-2016). (1) Given the product [CH:17]1([NH:16][C:14](=[O:15])[C:13]2[CH:20]=[CH:21][C:22]([CH3:23])=[C:11]([C:9]3[S:8][C:7]4=[C:2]([N:26]5[CH2:27][CH2:28][O:29][CH2:30][C@@H:25]5[CH3:24])[N:3]=[N:4][CH:5]=[C:6]4[CH:10]=3)[CH:12]=2)[CH2:19][CH2:18]1, predict the reactants needed to synthesize it. The reactants are: Cl[C:2]1[N:3]=[N:4][CH:5]=[C:6]2[CH:10]=[C:9]([C:11]3[CH:12]=[C:13]([CH:20]=[CH:21][C:22]=3[CH3:23])[C:14]([NH:16][CH:17]3[CH2:19][CH2:18]3)=[O:15])[S:8][C:7]=12.[CH3:24][C@H:25]1[CH2:30][O:29][CH2:28][CH2:27][NH:26]1. (2) Given the product [C:4]([Si:1]([O:18][CH2:17][CH2:16][C:13]1[CH:14]=[CH:15][C:10]([F:9])=[CH:11][CH:12]=1)([CH3:3])[CH3:2])([CH3:7])([CH3:6])[CH3:5], predict the reactants needed to synthesize it. The reactants are: [Si:1](Cl)([C:4]([CH3:7])([CH3:6])[CH3:5])([CH3:3])[CH3:2].[F:9][C:10]1[CH:15]=[CH:14][C:13]([CH2:16][CH2:17][OH:18])=[CH:12][CH:11]=1.N1C=CN=C1. (3) Given the product [CH2:23]([CH:6]([CH2:4][CH3:5])[C@H:7]([NH:10][S:11]([C:14]1[S:15][CH:16]=[CH:17][CH:18]=1)(=[O:12])=[O:13])[CH2:8][OH:9])[CH3:24], predict the reactants needed to synthesize it. The reactants are: C(#N)C.[CH2:4]([CH:6]([CH2:23][CH3:24])[C@H:7]([NH:10][S:11]([C:14]1[S:15][C:16]([Sn](C)(C)C)=[CH:17][CH:18]=1)(=[O:13])=[O:12])[CH2:8][OH:9])[CH3:5].[B-](F)(F)(F)F.[B-](F)(F)(F)F.C1[N+]2(CCl)CC[N+](F)(CC2)C1. (4) Given the product [F:1][C:2]1[CH:10]=[CH:9][C:5]([C:6]([O:8][CH3:16])=[O:7])=[CH:4][C:3]=1[C:11]([F:12])([F:13])[F:14], predict the reactants needed to synthesize it. The reactants are: [F:1][C:2]1[CH:10]=[CH:9][C:5]([C:6]([OH:8])=[O:7])=[CH:4][C:3]=1[C:11]([F:14])([F:13])[F:12].[Si](C=[N+]=[N-])(C)(C)[CH3:16].C(O)(=O)C.